Dataset: Forward reaction prediction with 1.9M reactions from USPTO patents (1976-2016). Task: Predict the product of the given reaction. Given the reactants [C:1]1(B(O)O)[CH:6]=[CH:5][CH:4]=[CH:3][CH:2]=1.C(=O)([O-])[O-].[Na+].[Na+].Cl[C:17]1[N:22]=[N:21][C:20]([N:23]2[CH2:28][C@@H:27]([CH3:29])[NH:26][CH2:25][C@@H:24]2[CH3:30])=[C:19]2[CH:31]=[N:32][CH:33]=[CH:34][C:18]=12, predict the reaction product. The product is: [CH3:30][C@H:24]1[CH2:25][NH:26][C@H:27]([CH3:29])[CH2:28][N:23]1[C:20]1[N:21]=[N:22][C:17]([C:1]2[CH:6]=[CH:5][CH:4]=[CH:3][CH:2]=2)=[C:18]2[CH:34]=[CH:33][N:32]=[CH:31][C:19]=12.